From a dataset of Forward reaction prediction with 1.9M reactions from USPTO patents (1976-2016). Predict the product of the given reaction. (1) Given the reactants [C:1]([O:5][CH:6]([C:11]1[C:12]([CH3:39])=[N:13][C:14]2[N:15]([N:29]=[C:30]([C:33]3[CH:38]=[CH:37][CH:36]=[CH:35][CH:34]=3)[C:31]=2C)[C:16]=1[C:17]1[C:18]([CH3:28])=[C:19]2[C:24](=[C:25]([F:27])[CH:26]=1)[O:23][CH2:22][CH2:21][CH2:20]2)[C:7]([O:9][CH3:10])=[O:8])([CH3:4])([CH3:3])[CH3:2].[Br:40]N1C(=O)CCC1=O, predict the reaction product. The product is: [Br:40][C:31]1[C:30]([C:33]2[CH:38]=[CH:37][CH:36]=[CH:35][CH:34]=2)=[N:29][N:15]2[C:16]([C:17]3[C:18]([CH3:28])=[C:19]4[C:24](=[C:25]([F:27])[CH:26]=3)[O:23][CH2:22][CH2:21][CH2:20]4)=[C:11]([CH:6]([O:5][C:1]([CH3:4])([CH3:3])[CH3:2])[C:7]([O:9][CH3:10])=[O:8])[C:12]([CH3:39])=[N:13][C:14]=12. (2) Given the reactants [CH2:1]([O:8][C:9]1[CH:10]=[C:11](B(O)O)[CH:12]=[N:13][CH:14]=1)[C:2]1[CH:7]=[CH:6][CH:5]=[CH:4][CH:3]=1.C(=O)([O-])[O-].[Cs+].[Cs+].ClCCl.FC(F)(F)S(O[C:33]1[C:45]2[C:44]3[C:39](=[CH:40][CH:41]=[CH:42][CH:43]=3)[NH:38][C:37]=2[CH:36]=[CH:35][CH:34]=1)(=O)=O, predict the reaction product. The product is: [CH2:1]([O:8][C:9]1[CH:10]=[C:11]([C:33]2[C:45]3[C:44]4[C:39](=[CH:40][CH:41]=[CH:42][CH:43]=4)[NH:38][C:37]=3[CH:36]=[CH:35][CH:34]=2)[CH:12]=[N:13][CH:14]=1)[C:2]1[CH:7]=[CH:6][CH:5]=[CH:4][CH:3]=1. (3) The product is: [Cl:16][CH2:15][CH2:14][O:12][C:4]1[CH:5]=[CH:6][C:7]([N+:9]([O-:11])=[O:10])=[CH:8][C:3]=1[O:2][CH3:1]. Given the reactants [CH3:1][O:2][C:3]1[CH:8]=[C:7]([N+:9]([O-:11])=[O:10])[CH:6]=[CH:5][C:4]=1[OH:12].Br[CH2:14][CH2:15][Cl:16].C(=O)([O-])[O-].[K+].[K+], predict the reaction product. (4) Given the reactants [CH:1]1([C@@H:6]2[NH:11][C:10](=[O:12])[C@H:9]([CH2:13][CH:14]([CH3:16])[CH3:15])[NH:8][CH2:7]2)[CH2:5][CH2:4][CH2:3][CH2:2]1.[Br:17][C:18]1[CH:23]=[CH:22][C:21]([C@@H:24]2[CH2:26][C@H:25]2[C:27](O)=[O:28])=[CH:20][CH:19]=1.C([C@@H]1N(C([C@@H]2C[C@H]2C2C=CC=CC=2)=O)C[C@H](CC(C)C)NC1=O)C(C)C, predict the reaction product. The product is: [CH:1]1([C@@H:6]2[NH:11][C:10](=[O:12])[C@H:9]([CH2:13][CH:14]([CH3:16])[CH3:15])[N:8]([C:27]([C@@H:25]3[CH2:26][C@H:24]3[C:21]3[CH:20]=[CH:19][C:18]([Br:17])=[CH:23][CH:22]=3)=[O:28])[CH2:7]2)[CH2:2][CH2:3][CH2:4][CH2:5]1. (5) Given the reactants [CH2:1]1[C:6]2([CH2:11][CH2:10][CH2:9][CH2:8][CH2:7]2)[CH2:5][C:4](=O)[NH:3][C:2]1=O, predict the reaction product. The product is: [CH2:1]1[C:6]2([CH2:11][CH2:10][CH2:9][CH2:8][CH2:7]2)[CH2:5][CH2:4][NH:3][CH2:2]1. (6) Given the reactants [Br:1][C:2]1[CH:3]=[C:4]2[C:9](=[CH:10][CH:11]=1)[CH:8]=[C:7](OS(C(F)(F)F)(=O)=O)[CH:6]=[CH:5]2.[Br-].[Li+].[CH3:22][Mg]Br, predict the reaction product. The product is: [Br:1][C:2]1[CH:11]=[CH:10][C:9]2[C:4](=[CH:5][CH:6]=[C:7]([CH3:22])[CH:8]=2)[CH:3]=1. (7) Given the reactants [C:1]([C:4]1[C:9]([C:10]2[CH:15]=[CH:14][CH:13]=[CH:12][CH:11]=2)=[N:8][N:7]([CH2:16][CH3:17])[C:6](=[O:18])[C:5]=1[N+:19]([O-])=O)(=[O:3])[CH3:2].[NH2:22][C:23]1C=[CH:27][CH:26]=[CH:25][CH:24]=1.NC1C=CC=CN=1, predict the reaction product. The product is: [C:1]([C:4]1[C:9]([C:10]2[CH:15]=[CH:14][CH:13]=[CH:12][CH:11]=2)=[N:8][N:7]([CH2:16][CH3:17])[C:6](=[O:18])[C:5]=1[NH:19][C:27]1[CH:26]=[CH:25][CH:24]=[CH:23][N:22]=1)(=[O:3])[CH3:2].